Dataset: NCI-60 drug combinations with 297,098 pairs across 59 cell lines. Task: Regression. Given two drug SMILES strings and cell line genomic features, predict the synergy score measuring deviation from expected non-interaction effect. (1) Drug 1: CC(C1=C(C=CC(=C1Cl)F)Cl)OC2=C(N=CC(=C2)C3=CN(N=C3)C4CCNCC4)N. Drug 2: CC1=C(C=C(C=C1)NC(=O)C2=CC=C(C=C2)CN3CCN(CC3)C)NC4=NC=CC(=N4)C5=CN=CC=C5. Cell line: IGROV1. Synergy scores: CSS=4.56, Synergy_ZIP=-0.402, Synergy_Bliss=2.17, Synergy_Loewe=-1.13, Synergy_HSA=0.444. (2) Drug 1: CC(C1=C(C=CC(=C1Cl)F)Cl)OC2=C(N=CC(=C2)C3=CN(N=C3)C4CCNCC4)N. Drug 2: CC1=C(C(=O)C2=C(C1=O)N3CC4C(C3(C2COC(=O)N)OC)N4)N. Cell line: SK-OV-3. Synergy scores: CSS=16.3, Synergy_ZIP=-6.40, Synergy_Bliss=2.76, Synergy_Loewe=-5.15, Synergy_HSA=2.24. (3) Drug 1: CCCS(=O)(=O)NC1=C(C(=C(C=C1)F)C(=O)C2=CNC3=C2C=C(C=N3)C4=CC=C(C=C4)Cl)F. Drug 2: CNC(=O)C1=NC=CC(=C1)OC2=CC=C(C=C2)NC(=O)NC3=CC(=C(C=C3)Cl)C(F)(F)F. Cell line: A549. Synergy scores: CSS=37.2, Synergy_ZIP=0.414, Synergy_Bliss=0.942, Synergy_Loewe=-2.89, Synergy_HSA=-0.754. (4) Drug 1: CC1=C(C=C(C=C1)NC2=NC=CC(=N2)N(C)C3=CC4=NN(C(=C4C=C3)C)C)S(=O)(=O)N.Cl. Drug 2: C(CCl)NC(=O)N(CCCl)N=O. Cell line: HT29. Synergy scores: CSS=-9.26, Synergy_ZIP=1.62, Synergy_Bliss=-4.97, Synergy_Loewe=-9.60, Synergy_HSA=-8.60. (5) Drug 1: CN(C)N=NC1=C(NC=N1)C(=O)N. Drug 2: C1C(C(OC1N2C=NC(=NC2=O)N)CO)O. Cell line: MOLT-4. Synergy scores: CSS=66.6, Synergy_ZIP=5.93, Synergy_Bliss=6.31, Synergy_Loewe=4.22, Synergy_HSA=9.96. (6) Drug 1: CCCCC(=O)OCC(=O)C1(CC(C2=C(C1)C(=C3C(=C2O)C(=O)C4=C(C3=O)C=CC=C4OC)O)OC5CC(C(C(O5)C)O)NC(=O)C(F)(F)F)O. Drug 2: C1CN(P(=O)(OC1)NCCCl)CCCl. Cell line: NCI/ADR-RES. Synergy scores: CSS=25.0, Synergy_ZIP=5.37, Synergy_Bliss=12.1, Synergy_Loewe=-9.58, Synergy_HSA=6.19. (7) Drug 1: C1=NC(=NC(=O)N1C2C(C(C(O2)CO)O)O)N. Drug 2: B(C(CC(C)C)NC(=O)C(CC1=CC=CC=C1)NC(=O)C2=NC=CN=C2)(O)O. Cell line: MDA-MB-231. Synergy scores: CSS=66.1, Synergy_ZIP=-7.62, Synergy_Bliss=-3.98, Synergy_Loewe=-16.2, Synergy_HSA=-1.84. (8) Drug 1: CC1CCC2CC(C(=CC=CC=CC(CC(C(=O)C(C(C(=CC(C(=O)CC(OC(=O)C3CCCCN3C(=O)C(=O)C1(O2)O)C(C)CC4CCC(C(C4)OC)O)C)C)O)OC)C)C)C)OC. Drug 2: CCC1=C2CN3C(=CC4=C(C3=O)COC(=O)C4(CC)O)C2=NC5=C1C=C(C=C5)O. Cell line: U251. Synergy scores: CSS=29.2, Synergy_ZIP=0.178, Synergy_Bliss=0.311, Synergy_Loewe=-15.4, Synergy_HSA=0.133. (9) Drug 1: CC1=CC2C(CCC3(C2CCC3(C(=O)C)OC(=O)C)C)C4(C1=CC(=O)CC4)C. Drug 2: CCCCCOC(=O)NC1=NC(=O)N(C=C1F)C2C(C(C(O2)C)O)O. Cell line: K-562. Synergy scores: CSS=2.34, Synergy_ZIP=-0.653, Synergy_Bliss=1.82, Synergy_Loewe=-0.980, Synergy_HSA=-0.744.